From a dataset of M1 muscarinic receptor antagonist screen with 61,756 compounds. Binary Classification. Given a drug SMILES string, predict its activity (active/inactive) in a high-throughput screening assay against a specified biological target. (1) The drug is O=C(CN1CCN(C2CCCCC2)CC1)c1c2c([nH]c1C)cccc2. The result is 0 (inactive). (2) The compound is s1c2c(nc1SCC(=O)NC(=O)c1n(ccc1)C)cccc2. The result is 0 (inactive).